Dataset: Catalyst prediction with 721,799 reactions and 888 catalyst types from USPTO. Task: Predict which catalyst facilitates the given reaction. (1) Reactant: [C:1]([C:3]1[CH:9]=[CH:8][C:6]([NH2:7])=[CH:5][CH:4]=1)#[CH:2].[C:10](OC(=O)C)(=[O:12])[CH3:11]. Product: [C:10]([NH:7][C:6]1[CH:8]=[CH:9][C:3]([C:1]#[CH:2])=[CH:4][CH:5]=1)(=[O:12])[CH3:11]. The catalyst class is: 4. (2) The catalyst class is: 1. Reactant: [H-].[Na+].[Br:3][C:4]1[CH:13]=[C:12]2[C:7]([CH2:8][CH:9]([NH:15][C:16](=[O:22])[O:17][C:18]([CH3:21])([CH3:20])[CH3:19])[C:10](=[O:14])[NH:11]2)=[N:6][CH:5]=1.IC.[CH3:25]CCCCC. Product: [Br:3][C:4]1[CH:13]=[C:12]2[C:7]([CH2:8][CH:9]([NH:15][C:16](=[O:22])[O:17][C:18]([CH3:19])([CH3:21])[CH3:20])[C:10](=[O:14])[N:11]2[CH3:25])=[N:6][CH:5]=1. (3) Reactant: [N:1]1[N:5]2[C:9](=[O:10])[C:4]3[N:5]([N:1]=[CH:2][CH:3]=3)[C:9](=[O:10])[C:4]2=[CH:3][CH:2]=1.[NH2:15][C:16]1[CH:17]=[CH:18][CH:19]=[C:20]2[C:25]=1[N:24]=[CH:23][CH:22]=[CH:21]2. Product: [N:24]1[C:25]2[C:20](=[CH:19][CH:18]=[CH:17][C:16]=2[NH:15][C:9]([C:4]2[CH:3]=[CH:2][NH:1][N:5]=2)=[O:10])[CH:21]=[CH:22][CH:23]=1. The catalyst class is: 241. (4) Reactant: [Br-].N[N:3]1[CH2:7][NH+:6]([CH2:8][C:9]2[CH:14]=[C:13]([C:15]([CH3:19])([C:17]#[N:18])[CH3:16])[CH:12]=[C:11]([C:20]([C:23]#[N:24])([CH3:22])[CH3:21])[CH:10]=2)[N:5]=[CH:4]1.N([O-])=O.[Na+].C1CCCCC1. Product: [CH3:22][C:20]([C:11]1[CH:10]=[C:9]([CH2:8][N:6]2[N:5]=[CH:4][N:3]=[CH:7]2)[CH:14]=[C:13]([C:15]([C:17]#[N:18])([CH3:16])[CH3:19])[CH:12]=1)([C:23]#[N:24])[CH3:21]. The catalyst class is: 126.